From a dataset of Forward reaction prediction with 1.9M reactions from USPTO patents (1976-2016). Predict the product of the given reaction. Given the reactants [CH3:1][C@@H:2]1[CH2:6][S:5](=[O:8])(=[O:7])[NH:4][CH2:3]1.Br[C:10]1[CH:15]=[CH:14][C:13]([C:16]([N:18]2[CH2:23][CH2:22][N:21]([C:24]3[C:29]([CH3:30])=[CH:28][C:27]([CH3:31])=[CH:26][N:25]=3)[CH2:20][CH2:19]2)=[O:17])=[CH:12][C:11]=1[F:32], predict the reaction product. The product is: [CH3:30][C:29]1[C:24]([N:21]2[CH2:22][CH2:23][N:18]([C:16]([C:13]3[CH:14]=[CH:15][C:10]([N:4]4[CH2:3][C@H:2]([CH3:1])[CH2:6][S:5]4(=[O:8])=[O:7])=[C:11]([F:32])[CH:12]=3)=[O:17])[CH2:19][CH2:20]2)=[N:25][CH:26]=[C:27]([CH3:31])[CH:28]=1.